From a dataset of Retrosynthesis with 50K atom-mapped reactions and 10 reaction types from USPTO. Predict the reactants needed to synthesize the given product. (1) Given the product CC1c2ccc(-c3ccc(F)nc3)cc2CCN1C(=O)c1cc2ncc(Br)cn2n1, predict the reactants needed to synthesize it. The reactants are: CC1NCCc2cc(-c3ccc(F)nc3)ccc21.O=C(O)c1cc2ncc(Br)cn2n1. (2) The reactants are: CCC(Cl)=Nc1c(C)cc(C(=O)C(C)C)nc1Cl.N[C@H]1CCc2cc(Br)ccc21. Given the product CCC(=Nc1c(C)cc(C(=O)C(C)C)nc1Cl)N[C@H]1CCc2cc(Br)ccc21, predict the reactants needed to synthesize it. (3) Given the product CNC(=O)NC1(c2ccccc2)CCN(CCC2(c3ccc(F)c(F)c3)CN(C(=O)c3ccccc3)CCO2)CC1, predict the reactants needed to synthesize it. The reactants are: NC(=O)NC1(c2ccccc2)CCN(CCC2(c3ccc(F)c(F)c3)CN(C(=O)c3ccccc3)CCO2)CC1.[BH3-]C#N. (4) Given the product CCCCCc1cccc(C#N)c1, predict the reactants needed to synthesize it. The reactants are: CCCC=Cc1cccc(C#N)c1. (5) Given the product CS(=O)(=O)NC(=O)c1cccc2c1ccn2Cc1cc(Cl)ccc1OCc1ccc(Cl)cc1F, predict the reactants needed to synthesize it. The reactants are: CS(N)(=O)=O.O=C(O)c1cccc2c1ccn2Cc1cc(Cl)ccc1OCc1ccc(Cl)cc1F.